From a dataset of Reaction yield outcomes from USPTO patents with 853,638 reactions. Predict the reaction yield, written as a fraction of the theoretical maximum amount of product (1.0 means a 100% yield; for example, 0.34 means a 34% yield). The yield is 0.710. The catalyst is CS(C)=O. The product is [Br:1][C:2]1[CH:3]=[CH:4][CH:5]=[C:6]2[C:11]=1[N:10]=[C:9]([O:25][C:19]1[CH:24]=[CH:23][CH:22]=[CH:21][CH:20]=1)[N:8]=[CH:7]2. The reactants are [Br:1][C:2]1[CH:3]=[CH:4][CH:5]=[C:6]2[C:11]=1[N:10]=[C:9](Cl)[N:8]=[CH:7]2.C(=O)([O-])[O-].[Cs+].[Cs+].[C:19]1([OH:25])[CH:24]=[CH:23][CH:22]=[CH:21][CH:20]=1.